Dataset: Forward reaction prediction with 1.9M reactions from USPTO patents (1976-2016). Task: Predict the product of the given reaction. (1) Given the reactants Cl[C:2]1[C:3]2[C:4](=[CH:13][N:14](CC3C=CC(OC)=CC=3)[N:15]=2)[N:5]=[C:6]([C:8]2[S:9][CH:10]=[CH:11][CH:12]=2)[N:7]=1.[C:25]([C:29]1[CH:30]=[C:31]([CH:33]=[CH:34][CH:35]=1)[NH2:32])([CH3:28])([CH3:27])[CH3:26].Cl, predict the reaction product. The product is: [C:25]([C:29]1[CH:30]=[C:31]([NH:32][C:2]2[C:3]3[NH:15][N:14]=[CH:13][C:4]=3[N:5]=[C:6]([C:8]3[S:9][CH:10]=[CH:11][CH:12]=3)[N:7]=2)[CH:33]=[CH:34][CH:35]=1)([CH3:28])([CH3:26])[CH3:27]. (2) The product is: [ClH:1].[ClH:1].[CH3:3][N:4]([CH3:29])[C@H:5]1[CH2:9][CH2:8][N:7]([CH2:10][CH:11]([C:22]2([OH:56])[CH2:27][CH2:26][CH2:25][CH2:24][CH2:23]2)[C:12]2[CH:17]=[CH:16][CH:15]=[C:14]([C:18]([F:21])([F:20])[F:19])[CH:13]=2)[CH2:6]1. Given the reactants [ClH:1].Cl.[CH3:3][N:4]([CH3:29])[C@H:5]1[CH2:9][CH2:8][N:7]([CH2:10][CH:11]([CH:22]2[CH2:27][CH2:26][CH2:25][CH2:24][CH:23]2O)[C:12]2[CH:17]=[CH:16][CH:15]=[C:14]([C:18]([F:21])([F:20])[F:19])[CH:13]=2)[CH2:6]1.Cl.Cl.N[C@H]1CCN(CC(C2([OH:56])CCCCC2)C2C=CC=C(C(F)(F)F)C=2)C1, predict the reaction product. (3) Given the reactants [F:1][C:2]1[CH:7]=[CH:6][C:5]([C:8]([C:10](=[CH:30][OH:31])[CH2:11][CH2:12][N:13]2[CH2:18][CH2:17][C:16]([C:24]3[CH:29]=[CH:28][CH:27]=[CH:26][CH:25]=3)([C:19]([O:21][CH2:22][CH3:23])=[O:20])[CH2:15][CH2:14]2)=O)=[CH:4][CH:3]=1.[ClH:32].[NH2:33]O, predict the reaction product. The product is: [ClH:32].[F:1][C:2]1[CH:7]=[CH:6][C:5]([C:8]2[C:10]([CH2:11][CH2:12][N:13]3[CH2:18][CH2:17][C:16]([C:24]4[CH:29]=[CH:28][CH:27]=[CH:26][CH:25]=4)([C:19]([O:21][CH2:22][CH3:23])=[O:20])[CH2:15][CH2:14]3)=[CH:30][O:31][N:33]=2)=[CH:4][CH:3]=1. (4) The product is: [Br:33][C:29]1[CH:28]=[CH:27][C:26]2[N:25]=[CH:24][C:23]3[N:22]([CH3:34])[C:21](=[O:35])[N:20]([C:17]4[C:16]([O:36][CH3:37])=[N:15][C:14]([N:11]5[CH2:10][CH2:9][N:8]([CH3:6])[CH2:13][CH2:12]5)=[CH:19][CH:18]=4)[C:32]=3[C:31]=2[CH:30]=1. Given the reactants C(O[C:6]([N:8]1[CH2:13][CH2:12][N:11]([C:14]2[CH:19]=[CH:18][C:17]([N:20]3[C:32]4[C:31]5[CH:30]=[C:29]([Br:33])[CH:28]=[CH:27][C:26]=5[N:25]=[CH:24][C:23]=4[N:22]([CH3:34])[C:21]3=[O:35])=[C:16]([O:36][CH3:37])[N:15]=2)[CH2:10][CH2:9]1)=O)(C)(C)C.C(O)(C(F)(F)F)=O.C([O-])(O)=O.[Na+].[H-].[Na+].CI, predict the reaction product. (5) Given the reactants [CH:1]1[C:10]2[C:5](=[CH:6][CH:7]=[CH:8][CH:9]=2)[CH:4]=[CH:3][C:2]=1[S:11]([Cl:14])(=[O:13])=[O:12].Cl.Cl.[CH3:17][O:18][C:19](=[O:34])[CH:20]([NH2:33])[CH2:21][C:22]1[CH:23]=[C:24]2[C:29](=[CH:30][CH:31]=1)[C:28]([NH2:32])=[N:27][CH:26]=[CH:25]2.[OH-].[Na+].Cl, predict the reaction product. The product is: [ClH:14].[CH3:17][O:18][C:19](=[O:34])[CH:20]([NH:33][S:11]([C:2]1[CH:3]=[CH:4][C:5]2[C:10](=[CH:9][CH:8]=[CH:7][CH:6]=2)[CH:1]=1)(=[O:13])=[O:12])[CH2:21][C:22]1[CH:23]=[C:24]2[C:29](=[CH:30][CH:31]=1)[C:28]([NH2:32])=[N:27][CH:26]=[CH:25]2. (6) Given the reactants [CH3:1][C:2]1[CH:7]=[CH:6][CH:5]=[C:4]([CH3:8])[C:3]=1[NH:9][C:10](=[O:33])[CH2:11][N:12]1[CH2:17][CH2:16][N:15]([CH2:18][CH:19]([OH:32])[CH2:20][NH:21]C(OCC2C=CC=CC=2)=O)[CH2:14][CH2:13]1, predict the reaction product. The product is: [NH2:21][CH2:20][CH:19]([OH:32])[CH2:18][N:15]1[CH2:16][CH2:17][N:12]([CH2:11][C:10]([NH:9][C:3]2[C:4]([CH3:8])=[CH:5][CH:6]=[CH:7][C:2]=2[CH3:1])=[O:33])[CH2:13][CH2:14]1. (7) Given the reactants Cl[C:2]1[C:11]([N+:12]([O-:14])=[O:13])=[CH:10][C:5]([C:6]([O:8][CH3:9])=[O:7])=[CH:4][N:3]=1.[CH3:15][NH2:16], predict the reaction product. The product is: [CH3:15][NH:16][C:2]1[C:11]([N+:12]([O-:14])=[O:13])=[CH:10][C:5]([C:6]([O:8][CH3:9])=[O:7])=[CH:4][N:3]=1. (8) Given the reactants O[CH:2]([C:23]1[CH:24]=[C:25]2[C:30](=[CH:31][CH:32]=1)[C:29](=[O:33])[O:28][C@@H:27]([CH3:34])[CH2:26]2)[CH2:3][N:4]1[CH2:9][CH2:8][N:7]([C:10]([O:12][CH2:13][C:14]2[CH:19]=[CH:18][CH:17]=[CH:16][CH:15]=2)=[O:11])[CH2:6][C:5]1([CH2:21][OH:22])[CH3:20].C(C=P(CCCC)(CCCC)CCCC)#N, predict the reaction product. The product is: [CH3:20][C:5]12[CH2:6][N:7]([C:10]([O:12][CH2:13][C:14]3[CH:19]=[CH:18][CH:17]=[CH:16][CH:15]=3)=[O:11])[CH2:8][CH2:9][N:4]1[CH2:3][CH:2]([C:23]1[CH:24]=[C:25]3[C:30](=[CH:31][CH:32]=1)[C:29](=[O:33])[O:28][C@@H:27]([CH3:34])[CH2:26]3)[O:22][CH2:21]2. (9) The product is: [CH2:1]([O:8][C:9](=[O:40])[NH:10][C:11]1([C@H:14]([NH:18][C:19]2[CH:24]=[N:23][C:22]([C:25](=[O:42])[NH2:26])=[C:21]([NH:27][C:28]3[CH:33]=[CH:32][CH:31]=[C:30]([C:34]4[N:39]=[CH:38][CH:37]=[CH:36][N:35]=4)[CH:29]=3)[N:20]=2)[CH:15]2[CH2:17][CH2:16]2)[CH2:12][CH2:13]1)[C:2]1[CH:3]=[CH:4][CH:5]=[CH:6][CH:7]=1. Given the reactants [CH2:1]([O:8][C:9](=[O:40])[NH:10][C:11]1([C@H:14]([NH:18][C:19]2[CH:24]=[N:23][C:22]([C:25]#[N:26])=[C:21]([NH:27][C:28]3[CH:33]=[CH:32][CH:31]=[C:30]([C:34]4[N:39]=[CH:38][CH:37]=[CH:36][N:35]=4)[CH:29]=3)[N:20]=2)[CH:15]2[CH2:17][CH2:16]2)[CH2:13][CH2:12]1)[C:2]1[CH:7]=[CH:6][CH:5]=[CH:4][CH:3]=1.C([O-])([O-])=[O:42].[K+].[K+], predict the reaction product. (10) The product is: [F:32][C:33]1[CH:34]=[C:35]([CH2:36][CH:18]([C:15]2[CH:16]=[CH:17][C:12]([C:7]3[CH:8]=[CH:9][CH:10]=[CH:11][C:6]=3[CH2:5][CH2:4][CH2:3][O:2][CH3:1])=[CH:13][C:14]=2[CH3:21])[C:19]#[N:20])[CH:38]=[C:39]([F:41])[CH:40]=1. Given the reactants [CH3:1][O:2][CH2:3][CH2:4][CH2:5][C:6]1[CH:11]=[CH:10][CH:9]=[CH:8][C:7]=1[C:12]1[CH:17]=[CH:16][C:15]([CH2:18][C:19]#[N:20])=[C:14]([CH3:21])[CH:13]=1.C[Si](C)(C)[N-][Si](C)(C)C.[Li+].[F:32][C:33]1[CH:34]=[C:35]([CH:38]=[C:39]([F:41])[CH:40]=1)[CH2:36]Br, predict the reaction product.